This data is from Reaction yield outcomes from USPTO patents with 853,638 reactions. The task is: Predict the reaction yield, written as a fraction of the theoretical maximum amount of product (1.0 means a 100% yield; for example, 0.34 means a 34% yield). (1) The reactants are [NH2:1][C:2]1[CH:3]=[N:4][C:5]([NH:8][C:9]2[CH:10]=[C:11]([S:15]([NH:18][CH2:19][CH2:20][N:21]([CH3:23])[CH3:22])(=[O:17])=[O:16])[CH:12]=[CH:13][CH:14]=2)=[N:6][CH:7]=1.[CH3:24][C:25]1[CH:33]=[CH:32][CH:31]=[C:30]([CH3:34])[C:26]=1[C:27](Cl)=[O:28]. The catalyst is C1(C)C=CC=CC=1.C(Cl)Cl. The product is [CH3:22][N:21]([CH3:23])[CH2:20][CH2:19][NH:18][S:15]([C:11]1[CH:10]=[C:9]([NH:8][C:5]2[N:4]=[CH:3][C:2]([NH:1][C:27](=[O:28])[C:26]3[C:30]([CH3:34])=[CH:31][CH:32]=[CH:33][C:25]=3[CH3:24])=[CH:7][N:6]=2)[CH:14]=[CH:13][CH:12]=1)(=[O:16])=[O:17]. The yield is 0.480. (2) The reactants are [Br:1][CH2:2][C:3]1[CH:11]=[CH:10][C:6]([C:7](O)=[O:8])=[CH:5][CH:4]=1.S(Cl)(Cl)=O.[NH4+:16].[OH-].O. The catalyst is C(OCC)(=O)C. The product is [Br:1][CH2:2][C:3]1[CH:11]=[CH:10][C:6]([C:7]([NH2:16])=[O:8])=[CH:5][CH:4]=1. The yield is 0.910. (3) The reactants are [OH-].[NH4+:2].[F:3][C:4]1[CH:5]=[CH:6][C:7]2[N:8]([C:10]([C:13]3[N:18]=[C:17]([NH:19][C@@H:20]4[CH2:25][CH2:24][CH2:23][N:22]([C:26]([CH3:38])([CH3:37])[C:27]([O:29]N5C(=O)CCC5=O)=O)[CH2:21]4)[CH:16]=[CH:15][N:14]=3)=[CH:11][N:12]=2)[CH:9]=1.Cl. The catalyst is O1CCOCC1.O. The product is [F:3][C:4]1[CH:5]=[CH:6][C:7]2[N:8]([C:10]([C:13]3[N:18]=[C:17]([NH:19][C@@H:20]4[CH2:25][CH2:24][CH2:23][N:22]([C:26]([CH3:37])([CH3:38])[C:27]([NH2:2])=[O:29])[CH2:21]4)[CH:16]=[CH:15][N:14]=3)=[CH:11][N:12]=2)[CH:9]=1. The yield is 0.330. (4) The yield is 0.950. The reactants are [Cl:1][C:2]1[CH:7]=[CH:6][C:5]([B:8]([OH:10])[OH:9])=[C:4]([OH:11])[CH:3]=1.O[C:13]([C:16](O)([CH3:18])[CH3:17])([CH3:15])[CH3:14]. The catalyst is ClCCl. The product is [Cl:1][C:2]1[CH:7]=[CH:6][C:5]([B:8]2[O:9][C:16]([CH3:18])([CH3:17])[C:13]([CH3:15])([CH3:14])[O:10]2)=[C:4]([OH:11])[CH:3]=1. (5) The yield is 0.910. The catalyst is CO. The reactants are C(OC([NH:11][C@@H:12]([CH2:17][N:18]([C:25]1[CH:30]=[CH:29][CH:28]=[CH:27][CH:26]=1)[C:19]1[CH:24]=[CH:23][CH:22]=[CH:21][CH:20]=1)[C:13]([O:15][CH3:16])=[O:14])=O)C1C=CC=CC=1.[H][H]. The product is [NH2:11][C@@H:12]([CH2:17][N:18]([C:25]1[CH:30]=[CH:29][CH:28]=[CH:27][CH:26]=1)[C:19]1[CH:20]=[CH:21][CH:22]=[CH:23][CH:24]=1)[C:13]([O:15][CH3:16])=[O:14]. (6) The product is [F:13][C:10]1[CH:11]=[CH:12][C:7]([C:5]2[C:4]([C:14]3[CH:19]=[CH:18][N:17]=[C:16]([NH:20][CH:21]([CH3:23])[CH3:22])[N:15]=3)=[CH:3][NH:2][N:26]=2)=[CH:8][CH:9]=1. The yield is 0.650. The reactants are C[N:2](C)[CH:3]=[C:4]([C:14]1[CH:19]=[CH:18][N:17]=[C:16]([NH:20][CH:21]([CH3:23])[CH3:22])[N:15]=1)[C:5]([C:7]1[CH:12]=[CH:11][C:10]([F:13])=[CH:9][CH:8]=1)=O.O.[NH2:26]N. The catalyst is C(O)C.